Dataset: Reaction yield outcomes from USPTO patents with 853,638 reactions. Task: Predict the reaction yield, written as a fraction of the theoretical maximum amount of product (1.0 means a 100% yield; for example, 0.34 means a 34% yield). The reactants are FC(F)(F)C(O)=O.[CH:8]1([CH2:11][CH2:12][NH:13][C:14]2[N:22]=[C:21]3[C:17]([N:18]=[C:19]([O:23][CH3:24])[NH:20]3)=[C:16]([NH2:25])[N:15]=2)[CH2:10][CH2:9]1.C(=O)([O-])[O-].[K+].[K+].CS(O[CH2:37][CH:38]1[CH2:43][CH2:42][CH2:41][O:40][CH2:39]1)(=O)=O. The catalyst is CN(C)C=O.C(OCC)(=O)C. The product is [CH:8]1([CH2:11][CH2:12][NH:13][C:14]2[N:22]=[C:21]3[C:17]([N:18]=[C:19]([O:23][CH3:24])[N:20]3[CH2:37][CH:38]3[CH2:43][CH2:42][CH2:41][O:40][CH2:39]3)=[C:16]([NH2:25])[N:15]=2)[CH2:10][CH2:9]1. The yield is 0.880.